Predict which catalyst facilitates the given reaction. From a dataset of Catalyst prediction with 721,799 reactions and 888 catalyst types from USPTO. (1) Reactant: [C:1]([O:5][C:6](=[O:16])[NH:7][CH2:8][C:9]1[CH:14]=[CH:13][C:12]([I:15])=[CH:11][CH:10]=1)([CH3:4])([CH3:3])[CH3:2].[H-].[Na+].Br[CH2:20][C:21]1[CH:26]=[CH:25][C:24]([I:27])=[CH:23][CH:22]=1. Product: [C:1]([O:5][C:6](=[O:16])[N:7]([CH2:20][C:21]1[CH:26]=[CH:25][C:24]([I:27])=[CH:23][CH:22]=1)[CH2:8][C:9]1[CH:10]=[CH:11][C:12]([I:15])=[CH:13][CH:14]=1)([CH3:4])([CH3:2])[CH3:3]. The catalyst class is: 3. (2) The catalyst class is: 3. Product: [CH2:22]([N:21]([CH2:24][CH3:25])[C:19]1[CH:18]=[CH:17][C:16]([NH:26][C:40](=[O:41])[C:39]2[CH:43]=[CH:44][CH:45]=[C:37]([C:35]([N:34]([CH3:33])[CH2:46][CH2:47][N:48]3[CH2:49][CH2:50][O:51][CH2:52][CH2:53]3)=[O:36])[CH:38]=2)=[C:15]([C:11]2[CH:10]=[C:9]([C:8](=[O:27])[NH:7][CH2:6][C:5]3[CH:28]=[CH:29][CH:30]=[C:3]([C:2]([F:31])([F:1])[F:32])[CH:4]=3)[CH:14]=[CH:13][N:12]=2)[CH:20]=1)[CH3:23]. Reactant: [F:1][C:2]([F:32])([F:31])[C:3]1[CH:4]=[C:5]([CH:28]=[CH:29][CH:30]=1)[CH2:6][NH:7][C:8](=[O:27])[C:9]1[CH:14]=[CH:13][N:12]=[C:11]([C:15]2[CH:20]=[C:19]([N:21]([CH2:24][CH3:25])[CH2:22][CH3:23])[CH:18]=[CH:17][C:16]=2[NH2:26])[CH:10]=1.[CH3:33][N:34]([CH2:46][CH2:47][N:48]1[CH2:53][CH2:52][O:51][CH2:50][CH2:49]1)[C:35]([C:37]1[CH:38]=[C:39]([CH:43]=[CH:44][CH:45]=1)[C:40](O)=[O:41])=[O:36].CN(C(ON1N=NC2C=CC=NC1=2)=[N+](C)C)C.F[P-](F)(F)(F)(F)F.C(N(C(C)C)CC)(C)C. (3) The catalyst class is: 12. Product: [C:46]1([C:52]2[O:60][C:59]3[C:54](=[N:55][CH:56]=[CH:57][C:58]=3[O:61][C:62]3[CH:63]=[CH:64][C:65]([NH:66][C:10]([C:7]4[C:6](=[O:13])[N:5]([C:14]5[CH:15]=[CH:16][CH:17]=[CH:18][CH:19]=5)[N:4]([CH2:3][C:2]([OH:1])([CH3:20])[CH3:21])[C:8]=4[CH3:9])=[O:12])=[CH:67][CH:68]=3)[CH:53]=2)[CH:47]=[CH:48][CH:49]=[CH:50][CH:51]=1. Reactant: [OH:1][C:2]([CH3:21])([CH3:20])[CH2:3][N:4]1[C:8]([CH3:9])=[C:7]([C:10]([OH:12])=O)[C:6](=[O:13])[N:5]1[C:14]1[CH:19]=[CH:18][CH:17]=[CH:16][CH:15]=1.O=C1N(P(Cl)(N2CCOC2=O)=O)CCO1.C(N(CC)C(C)C)(C)C.[C:46]1([C:52]2[O:60][C:59]3[C:54](=[N:55][CH:56]=[CH:57][C:58]=3[O:61][C:62]3[CH:68]=[CH:67][C:65]([NH2:66])=[CH:64][CH:63]=3)[CH:53]=2)[CH:51]=[CH:50][CH:49]=[CH:48][CH:47]=1. (4) Reactant: [C:1](Cl)(=[O:8])[C:2]1[CH:7]=[CH:6][CH:5]=[CH:4][CH:3]=1.[C:10]([O:14][C:15]([N:17]1[CH2:22][CH:21]([N:23]2[C:32]3[CH:31]=[CH:30][CH:29]=[C:28]([Cl:33])[C:27]=3[C:26]3=[N:34][O:35][C:36]([CH3:37])=[C:25]3[C:24]2=[O:38])[CH2:20][CH:19]([CH2:39][NH2:40])[CH2:18]1)=[O:16])([CH3:13])([CH3:12])[CH3:11].CCN(CC)CC.C(Cl)(Cl)Cl. Product: [C:10]([O:14][C:15]([N:17]1[CH2:22][CH:21]([N:23]2[C:32]3[CH:31]=[CH:30][CH:29]=[C:28]([Cl:33])[C:27]=3[C:26]3=[N:34][O:35][C:36]([CH3:37])=[C:25]3[C:24]2=[O:38])[CH2:20][CH:19]([CH2:39][NH:40][C:1](=[O:8])[C:2]2[CH:7]=[CH:6][CH:5]=[CH:4][CH:3]=2)[CH2:18]1)=[O:16])([CH3:13])([CH3:12])[CH3:11]. The catalyst class is: 64. (5) Reactant: [C:1]([O:5][C:6]([N:8]1[CH2:13][CH2:12][CH:11]([NH:14][C:15]([C:17]2[CH:25]=[CH:24][C:23]3[NH:22][C:21]4[CH2:26][CH2:27][N:28](C(OCC5C=CC=CC=5)=O)[CH2:29][C:20]=4[C:19]=3[CH:18]=2)=[O:16])[CH2:10][CH2:9]1)=[O:7])([CH3:4])([CH3:3])[CH3:2]. Product: [CH2:29]1[C:20]2[C:19]3[CH:18]=[C:17]([C:15]([NH:14][CH:11]4[CH2:10][CH2:9][N:8]([C:6]([O:5][C:1]([CH3:4])([CH3:3])[CH3:2])=[O:7])[CH2:13][CH2:12]4)=[O:16])[CH:25]=[CH:24][C:23]=3[NH:22][C:21]=2[CH2:26][CH2:27][NH:28]1. The catalyst class is: 19. (6) Product: [CH2:16]([C:13]1[CH:14]=[C:15]2[C:10]([CH2:9][CH2:8][N:7]=[C:6]2[CH2:5][O:25][CH3:24])=[CH:11][CH:12]=1)[CH3:17]. Reactant: C[O-].[Na+].Cl[CH2:5][C:6]12OC(=O)C(=O)[N:7]1[CH2:8][CH2:9][C:10]1[C:15]2=[CH:14][C:13]([CH2:16][CH3:17])=[CH:12][CH:11]=1.C[CH2:24][O:25]C(C)=O.O. The catalyst class is: 5. (7) Reactant: Cl[C:2]1[C:7]2[N:8]=[C:9]([NH:12][C:13]3[CH:18]=[CH:17][C:16]([C:19]4[CH:20]=[N:21][N:22]([CH3:24])[CH:23]=4)=[CH:15][C:14]=3[O:25][CH3:26])[N:10]=[CH:11][C:6]=2[CH:5]=[CH:4][N:3]=1.[C:27]([S:31]([NH2:34])(=[O:33])=[O:32])([CH3:30])([CH3:29])[CH3:28].C(=O)([O-])[O-].[Cs+].[Cs+].CN(C1C(C2C(P(C3CCCCC3)C3CCCCC3)=CC=CC=2)=CC=CC=1)C. Product: [CH3:26][O:25][C:14]1[CH:15]=[C:16]([C:19]2[CH:20]=[N:21][N:22]([CH3:24])[CH:23]=2)[CH:17]=[CH:18][C:13]=1[NH:12][C:9]1[N:10]=[CH:11][C:6]2[CH:5]=[CH:4][N:3]=[C:2]([NH:34][S:31]([C:27]([CH3:30])([CH3:29])[CH3:28])(=[O:33])=[O:32])[C:7]=2[N:8]=1. The catalyst class is: 62. (8) Reactant: [F:1][C:2]1[CH:3]=[C:4]([O:11]C)[C:5]([CH3:10])=[C:6]([CH:9]=1)[C:7]#[N:8].B(Br)(Br)Br. Product: [F:1][C:2]1[CH:3]=[C:4]([OH:11])[C:5]([CH3:10])=[C:6]([CH:9]=1)[C:7]#[N:8]. The catalyst class is: 4. (9) Reactant: C1N([CH2:7][CH2:8][OH:9])CCN(CCS(O)(=O)=O)C1.[OH-:16].[Na+].C(N(CC(O)=O)CC(O)=O)C[O:20][CH2:21][CH2:22][O:23]CCN(CC(O)=O)CC(O)=O.[Cl-].[Cl-].[Ca+2].[Mg+2].[Cl-].[Cl-].[Cl-].[K+].CCC(C[O:58][C:59]([C:72](N(CC[NH+](C)C)C)=[O:73])(C1C=CC=CC=1)C1C=CC=CC=1)CC.[Cl-]. Product: [O:73]=[CH:72][C@@H:59]([C@H:22]([C@@H:21]([C@@H:7]([CH2:8][OH:9])[OH:16])[OH:20])[OH:23])[OH:58]. The catalyst class is: 610.